This data is from Forward reaction prediction with 1.9M reactions from USPTO patents (1976-2016). The task is: Predict the product of the given reaction. (1) Given the reactants [CH2:1]([O:8][C:9](=[O:39])[NH:10][C:11]1[CH:16]=[CH:15][C:14]([OH:17])=[CH:13][C:12]=1[C:18]([N:20]1[CH2:25][CH2:24][CH:23]([N:26]2[CH2:38][CH2:37][CH2:36][C:28]3([C:32](=[O:33])[O:31][C:30]([CH3:35])([CH3:34])[CH2:29]3)[CH2:27]2)[CH2:22][CH2:21]1)=[O:19])[C:2]1[CH:7]=[CH:6][CH:5]=[CH:4][CH:3]=1.C(=O)([O-])[O-].[K+].[K+].Br[CH2:47][C:48]([O:50][C:51]([CH3:54])([CH3:53])[CH3:52])=[O:49], predict the reaction product. The product is: [C:51]([O:50][C:48](=[O:49])[CH2:47][O:17][C:14]1[CH:15]=[CH:16][C:11]([NH:10][C:9]([O:8][CH2:1][C:2]2[CH:3]=[CH:4][CH:5]=[CH:6][CH:7]=2)=[O:39])=[C:12]([C:18]([N:20]2[CH2:25][CH2:24][CH:23]([N:26]3[CH2:38][CH2:37][CH2:36][C:28]4([C:32](=[O:33])[O:31][C:30]([CH3:35])([CH3:34])[CH2:29]4)[CH2:27]3)[CH2:22][CH2:21]2)=[O:19])[CH:13]=1)([CH3:54])([CH3:53])[CH3:52]. (2) Given the reactants [H-].[Na+].[CH2:3]([OH:7])[C:4]#[C:5][CH3:6].Cl[C:9]1[CH:14]=[C:13]([CH:15]([C:17]2[CH:22]=[CH:21][CH:20]=[C:19]([F:23])[CH:18]=2)[CH3:16])[N:12]=[CH:11][N:10]=1.[Cl-].[NH4+], predict the reaction product. The product is: [CH2:3]([O:7][C:9]1[CH:14]=[C:13]([CH:15]([C:17]2[CH:22]=[CH:21][CH:20]=[C:19]([F:23])[CH:18]=2)[CH3:16])[N:12]=[CH:11][N:10]=1)[C:4]#[C:5][CH3:6]. (3) Given the reactants C([C:4]1[CH:5]=[C:6]2[C:11](=[C:12](C3C=CC=C(SC)C=3)[CH:13]=1)[N:10]=[CH:9][CH:8]=[CH:7]2)(C)C.OOS([O-])=O.[K+], predict the reaction product. The product is: [N:10]1[C:11]2[C:6](=[CH:5][CH:4]=[CH:13][CH:12]=2)[CH:7]=[CH:8][CH:9]=1.